This data is from Full USPTO retrosynthesis dataset with 1.9M reactions from patents (1976-2016). The task is: Predict the reactants needed to synthesize the given product. (1) Given the product [CH3:18][O:19][C:20]1[CH:21]=[CH:22][C:23]([CH2:24][N:25]2[C:29]3=[N:30][CH:31]=[CH:32][C:33]([O:34][C:35]4[CH:40]=[CH:39][C:38]([NH:41][C:15]([C:12]5[C:13](=[O:14])[N:8]([C:5]6[CH:4]=[CH:3][C:2]([F:1])=[CH:7][CH:6]=6)[N:9]=[CH:10][CH:11]=5)=[O:17])=[CH:37][C:36]=4[F:42])=[C:28]3[C:27]([NH:43][CH:44]3[CH2:45][CH2:46][N:47]([CH2:50][CH2:51][F:52])[CH2:48][CH2:49]3)=[N:26]2)=[CH:53][CH:54]=1, predict the reactants needed to synthesize it. The reactants are: [F:1][C:2]1[CH:7]=[CH:6][C:5]([N:8]2[C:13](=[O:14])[C:12]([C:15]([OH:17])=O)=[CH:11][CH:10]=[N:9]2)=[CH:4][CH:3]=1.[CH3:18][O:19][C:20]1[CH:54]=[CH:53][C:23]([CH2:24][N:25]2[C:29]3=[N:30][CH:31]=[CH:32][C:33]([O:34][C:35]4[CH:40]=[CH:39][C:38]([NH2:41])=[CH:37][C:36]=4[F:42])=[C:28]3[C:27]([NH:43][CH:44]3[CH2:49][CH2:48][N:47]([CH2:50][CH2:51][F:52])[CH2:46][CH2:45]3)=[N:26]2)=[CH:22][CH:21]=1. (2) Given the product [CH3:1][O:2][C:3]([C@@H:5]1[CH2:9][C@H:8]([S:36][C:34](=[O:37])[CH3:35])[CH2:7][N:6]1[S:21]([C:24]1[CH:33]=[CH:32][C:27]2[C:26](=[CH:31][CH:30]=[CH:29][CH:28]=2)[CH:25]=1)(=[O:23])=[O:22])=[O:4], predict the reactants needed to synthesize it. The reactants are: [CH3:1][O:2][C:3]([C@@H:5]1[CH2:9][C@@H:8](OS(C2C=CC(C)=CC=2)(=O)=O)[CH2:7][N:6]1[S:21]([C:24]1[CH:33]=[CH:32][C:31]2[C:26](=[CH:27][CH:28]=[CH:29][CH:30]=2)[CH:25]=1)(=[O:23])=[O:22])=[O:4].[C:34]([O-:37])(=[S:36])[CH3:35].[K+]. (3) The reactants are: [F:1][C:2]([F:16])([F:15])[C:3](=[N:5][NH:6][C:7]1[CH:8]=[N:9][C:10]([O:13][CH3:14])=[CH:11][CH:12]=1)[NH2:4].[CH3:17][O:18][C:19]1[CH:27]=[CH:26][C:22]([C:23](Cl)=O)=[CH:21][CH:20]=1.N1C=CC=CC=1. Given the product [CH3:14][O:13][C:10]1[CH:11]=[CH:12][C:7]([N:6]2[C:23]([C:22]3[CH:26]=[CH:27][C:19]([O:18][CH3:17])=[CH:20][CH:21]=3)=[N:4][C:3]([C:2]([F:1])([F:15])[F:16])=[N:5]2)=[CH:8][N:9]=1, predict the reactants needed to synthesize it. (4) Given the product [Cl:4][C:5]1[C:6]2[S:22][CH:21]=[CH:20][C:19]=2[N:14]=[CH:15][N:16]=1, predict the reactants needed to synthesize it. The reactants are: CSC.[Cl:4][CH:5](Cl)[CH3:6].C(Cl)(=O)C(Cl)=O.[N:14]1[C:19]2[CH:20]=[CH:21][S:22]C=2C(=O)[NH:16][CH:15]=1.